From a dataset of Catalyst prediction with 721,799 reactions and 888 catalyst types from USPTO. Predict which catalyst facilitates the given reaction. (1) Product: [O:13]=[C:8]1[NH:9][CH2:10][CH2:11][N:12]([C:14]([O:16][C:17]([CH3:20])([CH3:19])[CH3:18])=[O:15])[CH:7]1[C:1]1[CH:2]=[CH:3][CH:4]=[CH:5][CH:6]=1. Reactant: [C:1]1([CH:7]2[NH:12][CH2:11][CH2:10][NH:9][C:8]2=[O:13])[CH:6]=[CH:5][CH:4]=[CH:3][CH:2]=1.[C:14](O[C:14]([O:16][C:17]([CH3:20])([CH3:19])[CH3:18])=[O:15])([O:16][C:17]([CH3:20])([CH3:19])[CH3:18])=[O:15].C(N(CC)CC)C. The catalyst class is: 2. (2) Reactant: [O:1]=[C:2]1[C@H:8]([CH2:9][C:10]([O:12][CH2:13][C:14]([N:16]([CH3:18])[CH3:17])=[O:15])=[O:11])[CH2:7][C:6]2[CH:19]=[CH:20][C:21]([O:23][CH2:24][CH2:25][C:26]3[N:27]=[C:28]4[N:33](C(OC(C)(C)C)=O)[CH2:32][CH2:31][CH2:30][N:29]4[CH:41]=3)=[CH:22][C:5]=2[CH2:4][N:3]1[CH2:42][C:43]([F:46])([F:45])[F:44].[ClH:47].O1CCOCC1. Product: [ClH:47].[O:1]=[C:2]1[C@H:8]([CH2:9][C:10]([O:12][CH2:13][C:14]([N:16]([CH3:18])[CH3:17])=[O:15])=[O:11])[CH2:7][C:6]2[CH:19]=[CH:20][C:21]([O:23][CH2:24][CH2:25][C:26]3[N:27]=[C:28]4[NH:33][CH2:32][CH2:31][CH2:30][N:29]4[CH:41]=3)=[CH:22][C:5]=2[CH2:4][N:3]1[CH2:42][C:43]([F:46])([F:45])[F:44]. The catalyst class is: 4. (3) Reactant: C(OC([NH:8][C@@H:9]([CH:50]([CH3:52])[CH3:51])[C:10]([O:12][C@H:13]1[CH2:17][C@H:16]([NH:18][C:19]2[C:24]([C:25]([C:27]3[S:28][C:29]([CH3:43])=[C:30]([C@H:32]4[C:41]5[C:36](=[CH:37][CH:38]=[C:39]([Cl:42])[CH:40]=5)[CH2:35][CH2:34][O:33]4)[CH:31]=3)=[O:26])=[CH:23][N:22]=[CH:21][N:20]=2)[CH2:15][C@@H:14]1[CH2:44][O:45][S:46](=[O:49])(=[O:48])[NH2:47])=[O:11])=O)(C)(C)C.Cl. Product: [NH2:8][C@@H:9]([CH:50]([CH3:52])[CH3:51])[C:10]([O:12][C@H:13]1[CH2:17][C@H:16]([NH:18][C:19]2[C:24]([C:25]([C:27]3[S:28][C:29]([CH3:43])=[C:30]([C@H:32]4[C:41]5[C:36](=[CH:37][CH:38]=[C:39]([Cl:42])[CH:40]=5)[CH2:35][CH2:34][O:33]4)[CH:31]=3)=[O:26])=[CH:23][N:22]=[CH:21][N:20]=2)[CH2:15][C@@H:14]1[CH2:44][O:45][S:46](=[O:48])(=[O:49])[NH2:47])=[O:11]. The catalyst class is: 12. (4) Reactant: [Cl:1][C:2]1[N:7]=[N:6][C:5]([N:8]2[CH2:12][C@@H:11]([C:13]3[CH:18]=[CH:17][C:16]([F:19])=[CH:15][C:14]=3[F:20])[C@H:10]([C:21]([O-:23])=[O:22])[CH2:9]2)=[CH:4][CH:3]=1.[Li+].CC1CC=CCC=1. Product: [ClH:1].[F:20][C:14]1[CH:15]=[C:16]([F:19])[CH:17]=[CH:18][C:13]=1[C@@H:11]1[CH2:12][N:8]([C:5]2[N:6]=[N:7][CH:2]=[CH:3][CH:4]=2)[CH2:9][C@H:10]1[C:21]([OH:23])=[O:22]. The catalyst class is: 29.